From a dataset of NCI-60 drug combinations with 297,098 pairs across 59 cell lines. Regression. Given two drug SMILES strings and cell line genomic features, predict the synergy score measuring deviation from expected non-interaction effect. (1) Drug 1: COC1=C(C=C2C(=C1)N=CN=C2NC3=CC(=C(C=C3)F)Cl)OCCCN4CCOCC4. Drug 2: C1CN(P(=O)(OC1)NCCCl)CCCl. Cell line: SK-MEL-5. Synergy scores: CSS=40.3, Synergy_ZIP=5.10, Synergy_Bliss=5.81, Synergy_Loewe=-37.8, Synergy_HSA=6.22. (2) Synergy scores: CSS=19.1, Synergy_ZIP=-4.95, Synergy_Bliss=0.0679, Synergy_Loewe=-3.50, Synergy_HSA=-0.121. Cell line: UACC62. Drug 1: C1=CC(=CC=C1C#N)C(C2=CC=C(C=C2)C#N)N3C=NC=N3. Drug 2: C1=CN(C(=O)N=C1N)C2C(C(C(O2)CO)O)O.Cl. (3) Drug 1: C1CCN(CC1)CCOC2=CC=C(C=C2)C(=O)C3=C(SC4=C3C=CC(=C4)O)C5=CC=C(C=C5)O. Drug 2: CC1CCC2CC(C(=CC=CC=CC(CC(C(=O)C(C(C(=CC(C(=O)CC(OC(=O)C3CCCCN3C(=O)C(=O)C1(O2)O)C(C)CC4CCC(C(C4)OC)O)C)C)O)OC)C)C)C)OC. Cell line: SN12C. Synergy scores: CSS=20.7, Synergy_ZIP=-6.92, Synergy_Bliss=-3.04, Synergy_Loewe=-18.0, Synergy_HSA=-3.51. (4) Drug 1: CC1=C2C(C(=O)C3(C(CC4C(C3C(C(C2(C)C)(CC1OC(=O)C(C(C5=CC=CC=C5)NC(=O)OC(C)(C)C)O)O)OC(=O)C6=CC=CC=C6)(CO4)OC(=O)C)OC)C)OC. Drug 2: CC1=C(C(=O)C2=C(C1=O)N3CC4C(C3(C2COC(=O)N)OC)N4)N. Cell line: HCC-2998. Synergy scores: CSS=42.2, Synergy_ZIP=-11.0, Synergy_Bliss=-14.3, Synergy_Loewe=-16.2, Synergy_HSA=-5.99. (5) Drug 1: CN1C(=O)N2C=NC(=C2N=N1)C(=O)N. Drug 2: CN(C(=O)NC(C=O)C(C(C(CO)O)O)O)N=O. Cell line: 786-0. Synergy scores: CSS=-0.0765, Synergy_ZIP=-0.294, Synergy_Bliss=-0.107, Synergy_Loewe=-0.0258, Synergy_HSA=-0.208. (6) Drug 1: C1=NC2=C(N=C(N=C2N1C3C(C(C(O3)CO)O)O)F)N. Drug 2: COC1=NC(=NC2=C1N=CN2C3C(C(C(O3)CO)O)O)N. Cell line: DU-145. Synergy scores: CSS=-1.81, Synergy_ZIP=-3.78, Synergy_Bliss=-8.63, Synergy_Loewe=-18.3, Synergy_HSA=-8.92.